Task: Predict the reaction yield, written as a fraction of the theoretical maximum amount of product (1.0 means a 100% yield; for example, 0.34 means a 34% yield).. Dataset: Reaction yield outcomes from USPTO patents with 853,638 reactions (1) The reactants are FC(F)(F)S(O)(=O)=O.[Cl:9][C:10]1[CH:16]=[CH:15][C:13]([OH:14])=[CH:12][C:11]=1[OH:17].Cl[CH2:19][CH2:20][C:21](O)=[O:22].[OH-].[Na+].Cl. No catalyst specified. The product is [Cl:9][C:10]1[CH:16]=[C:15]2[C:13](=[CH:12][C:11]=1[OH:17])[O:14][CH2:19][CH2:20][C:21]2=[O:22]. The yield is 0.520. (2) The reactants are [CH3:1][O:2][C:3]1[CH:34]=[CH:33][C:6]([CH2:7][N:8]([CH2:24][C:25]2[CH:30]=[CH:29][C:28]([O:31][CH3:32])=[CH:27][CH:26]=2)[C:9]2[CH:14]=[C:13]([F:15])[C:12]([C:16]([CH3:22])([CH3:21])[C:17](OC)=[O:18])=[C:11]([F:23])[CH:10]=2)=[CH:5][CH:4]=1.CC(C[AlH]CC(C)C)C.C1COCC1.Cl.O. The catalyst is C1COCC1.C(OCC)(=O)C.CCCCCC. The product is [CH3:32][O:31][C:28]1[CH:27]=[CH:26][C:25]([CH2:24][N:8]([CH2:7][C:6]2[CH:5]=[CH:4][C:3]([O:2][CH3:1])=[CH:34][CH:33]=2)[C:9]2[CH:10]=[C:11]([F:23])[C:12]([C:16]([CH3:22])([CH3:21])[CH2:17][OH:18])=[C:13]([F:15])[CH:14]=2)=[CH:30][CH:29]=1. The yield is 0.642.